From a dataset of Catalyst prediction with 721,799 reactions and 888 catalyst types from USPTO. Predict which catalyst facilitates the given reaction. (1) Reactant: [F:1][C:2]1[CH:7]=[CH:6][C:5]([C:8]2[CH:12]=[C:11]([CH2:13][NH:14][C:15]3[C:20]([CH3:21])=[C:19]([CH3:22])[N:18]=[C:17]([N:23]([CH2:33][C:34]4[CH:39]=[CH:38][C:37]([O:40][CH3:41])=[CH:36][CH:35]=4)[CH2:24][C:25]4[CH:30]=[CH:29][C:28]([O:31][CH3:32])=[CH:27][CH:26]=4)[C:16]=3[NH2:42])[O:10][N:9]=2)=[CH:4][CH:3]=1.[C:43](OC)(OC)(OC)[CH2:44][CH2:45][CH3:46].Cl. Product: [F:1][C:2]1[CH:7]=[CH:6][C:5]([C:8]2[CH:12]=[C:11]([CH2:13][N:14]3[C:15]4[C:20]([CH3:21])=[C:19]([CH3:22])[N:18]=[C:17]([N:23]([CH2:24][C:25]5[CH:30]=[CH:29][C:28]([O:31][CH3:32])=[CH:27][CH:26]=5)[CH2:33][C:34]5[CH:35]=[CH:36][C:37]([O:40][CH3:41])=[CH:38][CH:39]=5)[C:16]=4[N:42]=[C:43]3[CH2:44][CH2:45][CH3:46])[O:10][N:9]=2)=[CH:4][CH:3]=1. The catalyst class is: 11. (2) Reactant: C(OC([N:8]1[CH2:13][CH2:12][CH:11]([CH2:14][N:15]([C:20]2[CH:25]=[CH:24][C:23]([Cl:26])=[CH:22][CH:21]=2)[C:16](=[O:19])[CH2:17][CH3:18])[CH2:10][CH2:9]1)=O)(C)(C)C.FC(F)(F)C(O)=O. The catalyst class is: 4. Product: [Cl:26][C:23]1[CH:24]=[CH:25][C:20]([N:15]([CH2:14][CH:11]2[CH2:10][CH2:9][NH:8][CH2:13][CH2:12]2)[C:16](=[O:19])[CH2:17][CH3:18])=[CH:21][CH:22]=1. (3) Reactant: [OH:1][C:2]1[CH:10]=[C:9]2[C:5]([CH2:6][CH2:7][C:8]2=[O:11])=[CH:4][CH:3]=1.C([O-])([O-])=O.[K+].[K+].[CH:18]1[CH:23]=[CH:22][C:21]([CH2:24]Br)=[CH:20][CH:19]=1. Product: [CH2:24]([O:1][C:2]1[CH:10]=[C:9]2[C:5]([CH2:6][CH2:7][C:8]2=[O:11])=[CH:4][CH:3]=1)[C:21]1[CH:22]=[CH:23][CH:18]=[CH:19][CH:20]=1. The catalyst class is: 3.